From a dataset of Catalyst prediction with 721,799 reactions and 888 catalyst types from USPTO. Predict which catalyst facilitates the given reaction. (1) Reactant: [F:1][C:2]1[C:3](=[O:36])[N:4]([CH2:16][CH2:17][CH2:18][CH2:19][C:20]2[S:21][C:22]([C:25](=[O:35])[NH:26][CH2:27][C:28]3[CH:29]=[N:30][C:31]([CH3:34])=[CH:32][CH:33]=3)=[N:23][N:24]=2)[CH:5]=[CH:6][C:7]=1[NH:8]C(=O)OC(C)(C)C.C(O)(C(F)(F)F)=O. Product: [NH2:8][C:7]1[CH:6]=[CH:5][N:4]([CH2:16][CH2:17][CH2:18][CH2:19][C:20]2[S:21][C:22]([C:25]([NH:26][CH2:27][C:28]3[CH:29]=[N:30][C:31]([CH3:34])=[CH:32][CH:33]=3)=[O:35])=[N:23][N:24]=2)[C:3](=[O:36])[C:2]=1[F:1]. The catalyst class is: 2. (2) Reactant: [N:1]1[CH:6]=[CH:5][CH:4]=[CH:3][C:2]=1[N:7]1[CH2:12][CH2:11][NH:10][CH2:9][CH2:8]1.C=O.[CH:15]1([C:21]([NH2:23])=[O:22])[CH2:20][CH2:19][CH2:18][CH2:17][CH2:16]1.[C:24](=O)([O-])[O-].[K+].[K+]. Product: [N:1]1[CH:6]=[CH:5][CH:4]=[CH:3][C:2]=1[N:7]1[CH2:8][CH2:9][N:10]([CH2:24][NH:23][C:21]([CH:15]2[CH2:20][CH2:19][CH2:18][CH2:17][CH2:16]2)=[O:22])[CH2:11][CH2:12]1. The catalyst class is: 8. (3) The catalyst class is: 398. Reactant: N#N.[CH3:3][O:4][C:5](=[O:13])[C:6]1[CH:11]=[CH:10][CH:9]=[CH:8][C:7]=1Br.[CH3:14][O:15][C:16]1[CH:17]=[C:18](B(O)O)[CH:19]=[C:20]([O:24][CH3:25])[C:21]=1[O:22][CH3:23]. Product: [CH3:3][O:4][C:5]([C:6]1[C:7]([C:18]2[CH:19]=[C:20]([O:24][CH3:25])[C:21]([O:22][CH3:23])=[C:16]([O:15][CH3:14])[CH:17]=2)=[CH:8][CH:9]=[CH:10][CH:11]=1)=[O:13]. (4) Reactant: [NH2:1][C:2]1[CH:24]=[CH:23][C:5]([CH2:6][N:7]2[C:11]([CH3:12])=[C:10]([C:13]3[CH:20]=[CH:19][C:16]([C:17]#[N:18])=[C:15]([Cl:21])[CH:14]=3)[C:9]([CH3:22])=[N:8]2)=[CH:4][CH:3]=1.[C:25](OC(=O)C)(=[O:27])[CH3:26].Cl. Product: [Cl:21][C:15]1[CH:14]=[C:13]([C:10]2[C:9]([CH3:22])=[N:8][N:7]([CH2:6][C:5]3[CH:4]=[CH:3][C:2]([NH:1][C:25](=[O:27])[CH3:26])=[CH:24][CH:23]=3)[C:11]=2[CH3:12])[CH:20]=[CH:19][C:16]=1[C:17]#[N:18]. The catalyst class is: 17. (5) Reactant: [H-].[Al+3].[Li+].[H-].[H-].[H-].[Cl:7][C:8]1[CH:16]=[C:15]2[C:11]([C:12]([C:17](=O)[C:18]([CH3:21])([CH3:20])[CH3:19])=[CH:13][NH:14]2)=[CH:10][CH:9]=1. Product: [Cl:7][C:8]1[CH:16]=[C:15]2[C:11]([C:12]([CH2:17][C:18]([CH3:21])([CH3:20])[CH3:19])=[CH:13][NH:14]2)=[CH:10][CH:9]=1. The catalyst class is: 1.